From a dataset of Forward reaction prediction with 1.9M reactions from USPTO patents (1976-2016). Predict the product of the given reaction. (1) Given the reactants ClC(Cl)(O[C:5](=[O:11])OC(Cl)(Cl)Cl)Cl.[F:13][C:14]1[CH:19]=[CH:18][C:17]([C@H:20]2[CH2:25][C@:24]([NH:29][C:30](=[O:39])[O:31][CH2:32][C:33]3[CH:38]=[CH:37][CH:36]=[CH:35][CH:34]=3)([CH2:26][CH:27]=[CH2:28])[CH2:23][CH2:22][NH:21]2)=[C:16]([CH3:40])[CH:15]=1.[F:41][C:42]([F:57])([F:56])[C:43]1[CH:44]=[C:45]([CH2:53][NH:54][CH3:55])[CH:46]=[C:47]([C:49]([F:52])([F:51])[F:50])[CH:48]=1.C([O-])(O)=O.[Na+], predict the reaction product. The product is: [F:41][C:42]([F:56])([F:57])[C:43]1[CH:44]=[C:45]([CH2:53][N:54]([CH3:55])[C:5]([N:21]2[CH2:22][CH2:23][C@@:24]([NH:29][C:30](=[O:39])[O:31][CH2:32][C:33]3[CH:34]=[CH:35][CH:36]=[CH:37][CH:38]=3)([CH2:26][CH:27]=[CH2:28])[CH2:25][C@@H:20]2[C:17]2[CH:18]=[CH:19][C:14]([F:13])=[CH:15][C:16]=2[CH3:40])=[O:11])[CH:46]=[C:47]([C:49]([F:50])([F:51])[F:52])[CH:48]=1. (2) Given the reactants [CH2:1]([C:3]1[CH:8]=[C:7]([CH3:9])[CH:6]=[C:5]([CH2:10][CH3:11])[C:4]=1[C:12]1[C:13](=[O:24])[N:14]([CH3:23])[N:15]=[C:16]([CH3:22])[C:17]=1S(C)(=O)=O)[CH3:2].[OH-:25].[Na+], predict the reaction product. The product is: [CH2:2]([O:25][C:17]1[C:16]([CH3:22])=[N:15][N:14]([CH3:23])[C:13](=[O:24])[C:12]=1[C:4]1[C:3]([CH2:1][CH3:2])=[CH:8][C:7]([CH3:9])=[CH:6][C:5]=1[CH2:10][CH3:11])[CH2:1][CH2:3][CH3:4]. (3) Given the reactants [F:1][C:2]1([F:14])[CH2:5][C:4]([CH2:12][F:13])([C:6]([O:8]C(C)C)=[O:7])[CH2:3]1.[OH-].[Na+], predict the reaction product. The product is: [F:1][C:2]1([F:14])[CH2:3][C:4]([CH2:12][F:13])([C:6]([OH:8])=[O:7])[CH2:5]1. (4) Given the reactants [O:1]=[C:2]1[N:7]=[C:6]([NH:8]C(=O)C)[CH:5]=[CH:4][N:3]1[CH2:12][CH2:13][CH2:14][CH2:15][CH2:16][CH2:17][O:18][CH:19]1[CH2:24][CH2:23][CH2:22][CH2:21][O:20]1, predict the reaction product. The product is: [NH2:8][C:6]1[CH:5]=[CH:4][N:3]([CH2:12][CH2:13][CH2:14][CH2:15][CH2:16][CH2:17][O:18][CH:19]2[CH2:24][CH2:23][CH2:22][CH2:21][O:20]2)[C:2](=[O:1])[N:7]=1.